From a dataset of Full USPTO retrosynthesis dataset with 1.9M reactions from patents (1976-2016). Predict the reactants needed to synthesize the given product. Given the product [CH:20]([C:15]1[CH:14]=[C:13]2[C:18]([CH2:19][N:11]([C:7]3[CH:6]=[C:5]4[C:10](=[CH:9][CH:8]=3)[N:2]([CH3:1])[CH:3]=[CH:4]4)[C:12]2=[O:23])=[CH:17][CH:16]=1)([CH2:21][CH3:22])[CH3:24], predict the reactants needed to synthesize it. The reactants are: [CH3:1][N:2]1[C:10]2[C:5](=[CH:6][C:7]([N:11]3[CH2:19][C:18]4[C:13](=[CH:14][C:15](/[CH:20]=[CH:21]\[CH3:22])=[CH:16][CH:17]=4)[C:12]3=[O:23])=[CH:8][CH:9]=2)[CH:4]=[CH:3]1.[CH2:24](O)C.C1COCC1.